This data is from CYP2C19 inhibition data for predicting drug metabolism from PubChem BioAssay. The task is: Regression/Classification. Given a drug SMILES string, predict its absorption, distribution, metabolism, or excretion properties. Task type varies by dataset: regression for continuous measurements (e.g., permeability, clearance, half-life) or binary classification for categorical outcomes (e.g., BBB penetration, CYP inhibition). Dataset: cyp2c19_veith. The drug is CC(C)/C(=N/[N+](C)(C)C)c1ccccc1. The result is 0 (non-inhibitor).